Dataset: Catalyst prediction with 721,799 reactions and 888 catalyst types from USPTO. Task: Predict which catalyst facilitates the given reaction. (1) Reactant: [NH:1]1[CH2:4][CH:3]([C:5]([OH:7])=[O:6])[CH2:2]1.[OH-].[Na+].[CH3:10][C:11]([O:14][C:15](O[C:15]([O:14][C:11]([CH3:13])([CH3:12])[CH3:10])=[O:16])=[O:16])([CH3:13])[CH3:12].Cl. Product: [C:11]([O:14][C:15]([N:1]1[CH2:4][CH:3]([C:5]([OH:7])=[O:6])[CH2:2]1)=[O:16])([CH3:13])([CH3:12])[CH3:10]. The catalyst class is: 20. (2) Reactant: [C:1]([C:4]1[CH:15]=[CH:14][C:13]([Br:16])=[CH:12][C:5]=1[O:6][CH2:7]C(OC)=O)(=O)[CH3:2].C(OOC(=O)C1C=CC=CC=1)(=O)C1C=CC=CC=1.[Br:35]N1C(=O)CCC1=O. Product: [Br:16][C:13]1[CH:14]=[CH:15][C:4]2[C:1]([CH2:2][Br:35])=[CH:7][O:6][C:5]=2[CH:12]=1. The catalyst class is: 159.